From a dataset of TCR-epitope binding with 47,182 pairs between 192 epitopes and 23,139 TCRs. Binary Classification. Given a T-cell receptor sequence (or CDR3 region) and an epitope sequence, predict whether binding occurs between them. (1) Result: 1 (the TCR binds to the epitope). The epitope is YEGNSPFHPL. The TCR CDR3 sequence is CASLDREYEQYF. (2) The epitope is KLSYGIATV. The TCR CDR3 sequence is CASSLTGTGDEQYF. Result: 1 (the TCR binds to the epitope). (3) The TCR CDR3 sequence is CSARSQGDSSFNSPLHF. The epitope is GLCTLVAML. Result: 1 (the TCR binds to the epitope). (4) The epitope is CINGVCWTV. The TCR CDR3 sequence is CASSKQTGTGETKNIQYF. Result: 1 (the TCR binds to the epitope). (5) The epitope is TPGPGVRYPL. The TCR CDR3 sequence is CASSYYSGGSSYNEQFF. Result: 1 (the TCR binds to the epitope). (6) The epitope is ELAGIGILTV. The TCR CDR3 sequence is CASSEAPRVGNQPQHF. Result: 1 (the TCR binds to the epitope). (7) The epitope is FVDGVPFVV. The TCR CDR3 sequence is CASSGMTRSNNSPLHF. Result: 1 (the TCR binds to the epitope). (8) The epitope is FLPRVFSAV. Result: 1 (the TCR binds to the epitope). The TCR CDR3 sequence is CASSEALAANTGELFF. (9) The epitope is NLSALGIFST. The TCR CDR3 sequence is CASQDLNTGELFF. Result: 0 (the TCR does not bind to the epitope).